From a dataset of Forward reaction prediction with 1.9M reactions from USPTO patents (1976-2016). Predict the product of the given reaction. Given the reactants [Cl:1][C:2]1[CH:3]=[CH:4][C:5]([CH:12]=[CH2:13])=[C:6]([NH:8][C:9](=[O:11])[CH3:10])[CH:7]=1.Br[CH2:15][C:16]1[C:17](Cl)=[N:18][C:19]([Cl:22])=[CH:20][CH:21]=1.C(N1C2C=CC=CC=2C=CC2N=C(Cl)C(F)=CC=2C1)(=O)C, predict the reaction product. The product is: [C:9]([N:8]1[C:6]2[CH:7]=[C:2]([Cl:1])[CH:3]=[CH:4][C:5]=2[CH:12]=[CH:13][C:17]2[N:18]=[C:19]([Cl:22])[CH:20]=[CH:21][C:16]=2[CH2:15]1)(=[O:11])[CH3:10].